Dataset: Catalyst prediction with 721,799 reactions and 888 catalyst types from USPTO. Task: Predict which catalyst facilitates the given reaction. (1) Reactant: [CH:1]1([CH2:5][OH:6])[CH2:4][CH2:3][CH2:2]1.N1C=CC=CC=1.[S:13](Cl)([C:16]1[CH:22]=[CH:21][C:19]([CH3:20])=[CH:18][CH:17]=1)(=[O:15])=[O:14].O. Product: [CH3:20][C:19]1[CH:21]=[CH:22][C:16]([S:13]([O:6][CH2:5][CH:1]2[CH2:4][CH2:3][CH2:2]2)(=[O:15])=[O:14])=[CH:17][CH:18]=1. The catalyst class is: 2. (2) Reactant: FC(F)(F)C(O)=O.[CH2:8]([C:10]1[S:14][C:13]([NH:15][C:16]([C:18]2([CH2:23][CH:24]([CH2:32][CH2:33][CH3:34])[C:25]([O:27]C(C)(C)C)=[O:26])[CH2:22][CH2:21][CH2:20][CH2:19]2)=[O:17])=[N:12][N:11]=1)[CH3:9]. Product: [CH2:8]([C:10]1[S:14][C:13]([NH:15][C:16]([C:18]2([CH2:23][CH:24]([CH2:32][CH2:33][CH3:34])[C:25]([OH:27])=[O:26])[CH2:19][CH2:20][CH2:21][CH2:22]2)=[O:17])=[N:12][N:11]=1)[CH3:9]. The catalyst class is: 4. (3) Reactant: [OH-].[K+].C(N(CC)CC)C.[SH:10][C:11]1[N:18]=[C:17]([C:19]2[S:20][CH:21]=[CH:22][CH:23]=2)[CH:16]=[C:15]([C:24]([F:27])([F:26])[F:25])[C:12]=1[C:13]#[N:14].Br[CH:29]([C:33]1[CH:38]=[CH:37][CH:36]=[CH:35][CH:34]=1)[C:30]([OH:32])=[O:31]. Product: [C:13]([C:12]1[C:11]([S:10][CH:29]([C:33]2[CH:38]=[CH:37][CH:36]=[CH:35][CH:34]=2)[C:30]([OH:32])=[O:31])=[N:18][C:17]([C:19]2[S:20][CH:21]=[CH:22][CH:23]=2)=[CH:16][C:15]=1[C:24]([F:25])([F:27])[F:26])#[N:14]. The catalyst class is: 8. (4) Reactant: [Cl:1][C:2]1[CH:7]=[C:6]([CH2:8][CH2:9][C:10]2([CH:18]3[CH2:22][CH2:21][CH2:20][CH2:19]3)[CH2:15][C:14](=[O:16])[CH2:13][C:12](=[O:17])[O:11]2)[CH:5]=[CH:4][C:3]=1[C:23]([CH3:27])([CH3:26])[C:24]#[N:25].ClC1C=C(CCC2(C3CCCC3)OC(=O)CC(=O)C2)C=C(CC)C=1OC.[CH3:54][N:55]1[C:59]([CH:60]=O)=[N:58][C:57]([CH3:62])=[N:56]1.CC1C=C(C)N2N=C(C=O)N=C2N=1. Product: [Cl:1][C:2]1[CH:7]=[C:6]([CH2:8][CH2:9][C:10]2([CH:18]3[CH2:19][CH2:20][CH2:21][CH2:22]3)[CH2:15][C:14]([OH:16])=[C:13]([CH2:60][C:59]3[N:55]([CH3:54])[N:56]=[C:57]([CH3:62])[N:58]=3)[C:12](=[O:17])[O:11]2)[CH:5]=[CH:4][C:3]=1[C:23]([CH3:27])([CH3:26])[C:24]#[N:25]. The catalyst class is: 6. (5) Reactant: Cl.[CH3:2][N:3]1[CH:8]2[CH2:9][O:10][CH2:11][CH:4]1[CH2:5][NH:6][CH2:7]2.Br[C:13]1[CH:14]=[CH:15][C:16]([N+:19]([O-:21])=[O:20])=[N:17][CH:18]=1.C([O-])([O-])=O.[Cs+].[Cs+]. Product: [CH3:2][N:3]1[CH:8]2[CH2:9][O:10][CH2:11][CH:4]1[CH2:5][N:6]([C:13]1[CH:18]=[N:17][C:16]([N+:19]([O-:21])=[O:20])=[CH:15][CH:14]=1)[CH2:7]2. The catalyst class is: 16. (6) Reactant: [N:1]1[CH:6]=[CH:5][CH:4]=[C:3]([OH:7])[CH:2]=1.CC([O-])(C)C.[K+].CS(C)=O.Cl[C:19]1[C:28]([CH:29]=[O:30])=[CH:27][C:26]2[C:21](=[CH:22][C:23]([O:31][CH3:32])=[CH:24][CH:25]=2)[N:20]=1. Product: [CH3:32][O:31][C:23]1[CH:22]=[C:21]2[C:26]([CH:27]=[C:28]([CH:29]=[O:30])[C:19]([O:7][C:3]3[CH:2]=[N:1][CH:6]=[CH:5][CH:4]=3)=[N:20]2)=[CH:25][CH:24]=1. The catalyst class is: 84. (7) Reactant: [F:1][C:2]1[CH:3]=[C:4]([C:9]2([O:14][CH3:15])[CH2:13][CH2:12][NH:11][CH2:10]2)[CH:5]=[C:6]([F:8])[CH:7]=1.[CH2:16](N(CC)CC)[CH3:17].ICC. Product: [F:1][C:2]1[CH:3]=[C:4]([C:9]2([O:14][CH3:15])[CH2:13][CH2:12][N:11]([CH2:16][CH3:17])[CH2:10]2)[CH:5]=[C:6]([F:8])[CH:7]=1. The catalyst class is: 83.